From a dataset of Peptide-MHC class I binding affinity with 185,985 pairs from IEDB/IMGT. Regression. Given a peptide amino acid sequence and an MHC pseudo amino acid sequence, predict their binding affinity value. This is MHC class I binding data. (1) The peptide sequence is YQSMIRPPY. The MHC is HLA-A29:02 with pseudo-sequence HLA-A29:02. The binding affinity (normalized) is 0.703. (2) The MHC is HLA-B40:02 with pseudo-sequence HLA-B40:02. The peptide sequence is TYSAGIVQI. The binding affinity (normalized) is 0.00879. (3) The peptide sequence is RSLVGRTSL. The MHC is H-2-Kb with pseudo-sequence H-2-Kb. The binding affinity (normalized) is 0.244. (4) The peptide sequence is IDPTLTTWI. The MHC is HLA-B40:01 with pseudo-sequence HLA-B40:01. The binding affinity (normalized) is 0. (5) The peptide sequence is QLIIQAFEA. The MHC is HLA-A02:01 with pseudo-sequence HLA-A02:01. The binding affinity (normalized) is 0.635. (6) The peptide sequence is IQQLPETYF. The MHC is HLA-A01:01 with pseudo-sequence HLA-A01:01. The binding affinity (normalized) is 0.0847.